This data is from Full USPTO retrosynthesis dataset with 1.9M reactions from patents (1976-2016). The task is: Predict the reactants needed to synthesize the given product. (1) Given the product [Cl-:20].[I:1][C:2]1[NH+:3]=[C:4]([C@@H:7]2[CH2:11][C@@H:10]([CH3:12])[CH2:9][NH2+:8]2)[NH:5][CH:6]=1.[Cl-:20], predict the reactants needed to synthesize it. The reactants are: [I:1][C:2]1[N:3]=[C:4]([C@@H:7]2[CH2:11][C@@H:10]([CH3:12])[CH2:9][N:8]2C(OC(C)(C)C)=O)[NH:5][CH:6]=1.[ClH:20].O1CCOCC1. (2) Given the product [CH3:2][C:1]([C:5]1[CH:10]=[CH:9][C:8]([C:17]2[CH:25]=[C:24]3[C:20]([C:21]([NH:34][C:35](=[O:39])[CH2:36][CH2:37][CH3:38])=[N:22][N:23]3[CH2:26][O:27][CH2:28][CH2:29][Si:30]([CH3:33])([CH3:31])[CH3:32])=[CH:19][CH:18]=2)=[CH:7][CH:6]=1)([CH3:4])[CH3:3], predict the reactants needed to synthesize it. The reactants are: [C:1]([C:5]1[CH:10]=[CH:9][C:8](B(O)O)=[CH:7][CH:6]=1)([CH3:4])([CH3:3])[CH3:2].[F-].[Cs+].Cl[C:17]1[CH:25]=[C:24]2[C:20]([C:21]([NH:34][C:35](=[O:39])[CH2:36][CH2:37][CH3:38])=[N:22][N:23]2[CH2:26][O:27][CH2:28][CH2:29][Si:30]([CH3:33])([CH3:32])[CH3:31])=[CH:19][CH:18]=1.